From a dataset of Peptide-MHC class II binding affinity with 134,281 pairs from IEDB. Regression. Given a peptide amino acid sequence and an MHC pseudo amino acid sequence, predict their binding affinity value. This is MHC class II binding data. The peptide sequence is EAKITMLTNGQCQNIT. The MHC is DRB1_0701 with pseudo-sequence DRB1_0701. The binding affinity (normalized) is 0.433.